Dataset: CYP2C9 inhibition data for predicting drug metabolism from PubChem BioAssay. Task: Regression/Classification. Given a drug SMILES string, predict its absorption, distribution, metabolism, or excretion properties. Task type varies by dataset: regression for continuous measurements (e.g., permeability, clearance, half-life) or binary classification for categorical outcomes (e.g., BBB penetration, CYP inhibition). Dataset: cyp2c9_veith. (1) The compound is Cc1ccc(CNC(=O)Cn2cncn2)cc1. The result is 0 (non-inhibitor). (2) The drug is CC[C@@H]1O[C@]2(C=C[C@@H]1C)C[C@H]1C[C@H](C/C=C(/C)[C@@H](O[C@@H]3C[C@H](OC)[C@H](O[C@@H]4C[C@H](OC)[C@H](O)[C@H](C)O4)[C@H](C)O3)[C@@H](C)/C=C\C=C3CO[C@@H]4[C@@H](O)C(C)=C[C@@H](C(=O)O1)[C@]34O)O2. The result is 0 (non-inhibitor). (3) The compound is CC(C)OC(=O)C(CC(=O)O)N1CCOCC1. The result is 0 (non-inhibitor). (4) The drug is CCOc1ccc(C(=O)Nc2cnn(Cc3ccc(Cl)c(Cl)c3)c2)cc1. The result is 1 (inhibitor). (5) The compound is O=C1N/C(=C\c2ccc(N3CCOCC3)c(F)c2)C(=O)N1Cc1ccccc1. The result is 0 (non-inhibitor). (6) The drug is COc1ccc(-n2c(=O)cnc3cnc(N4CCN(C)CC4)nc32)cc1. The result is 0 (non-inhibitor). (7) The drug is Cn1c(=O)c(-c2ccc(F)cc2)nc2cnc(OCc3ccccc3)nc21. The result is 0 (non-inhibitor). (8) The drug is Nc1nc(SCc2ccccn2)c2ncn(C3CCCC3)c2n1. The result is 0 (non-inhibitor).